From a dataset of Forward reaction prediction with 1.9M reactions from USPTO patents (1976-2016). Predict the product of the given reaction. (1) The product is: [C:4]1(=[O:6])[C:3]2[C:2](=[CH:10][CH:9]=[CH:8][CH:7]=2)[CH2:1][NH:5]1. Given the reactants [C:1]1(=O)[NH:5][C:4](=[O:6])[C:3]2=[CH:7][CH:8]=[CH:9][CH:10]=[C:2]12.C(O)(C(F)(F)F)=O, predict the reaction product. (2) The product is: [N+:43]([C:40]1[CH:41]=[CH:42][C:37]([O:36][C:34]([O:1][C@H:2]2[C@H:6]3[O:7][CH2:8][C@@H:9]([O:10][C:11](=[O:25])[CH2:12][CH2:13][CH2:14][C@H:15]([O:21][N+:22]([O-:24])=[O:23])[CH2:16][O:17][N+:18]([O-:20])=[O:19])[C@H:5]3[O:4][CH2:3]2)=[O:35])=[CH:38][CH:39]=1)([O-:45])=[O:44]. Given the reactants [OH:1][C@H:2]1[C@H:6]2[O:7][CH2:8][C@@H:9]([O:10][C:11](=[O:25])[CH2:12][CH2:13][CH2:14][C@H:15]([O:21][N+:22]([O-:24])=[O:23])[CH2:16][O:17][N+:18]([O-:20])=[O:19])[C@H:5]2[O:4][CH2:3]1.CCN(CC)CC.Cl[C:34]([O:36][C:37]1[CH:42]=[CH:41][C:40]([N+:43]([O-:45])=[O:44])=[CH:39][CH:38]=1)=[O:35], predict the reaction product. (3) The product is: [N+:2](=[CH:4][S:8]([C:11]1[CH:16]=[CH:15][C:14]([CH3:17])=[CH:13][CH:12]=1)(=[O:10])=[O:9])=[N-:3]. Given the reactants [Al].[N+:2](=[C:4]([S:8]([C:11]1[CH:16]=[CH:15][C:14]([CH3:17])=[CH:13][CH:12]=1)(=[O:10])=[O:9])C(=O)C)=[N-:3], predict the reaction product. (4) Given the reactants [Cl:1][C:2]1[CH:7]=[CH:6][C:5]([C:8]2([OH:28])[C:16]3[C:11](=[CH:12][CH:13]=[CH:14][CH:15]=3)[C:10](=[O:17])[N:9]2[CH2:18][C:19]2[CH:24]=[CH:23][C:22]([N+:25]([O-:27])=[O:26])=[CH:21][CH:20]=2)=[CH:4][CH:3]=1.[CH2:29](O)/[CH:30]=[CH:31]\[CH2:32][OH:33], predict the reaction product. The product is: [Cl:1][C:2]1[CH:7]=[CH:6][C:5]([C:8]2([O:28][CH2:29][CH:30]=[CH:31][CH2:32][OH:33])[C:16]3[C:11](=[CH:12][CH:13]=[CH:14][CH:15]=3)[C:10](=[O:17])[N:9]2[CH2:18][C:19]2[CH:24]=[CH:23][C:22]([N+:25]([O-:27])=[O:26])=[CH:21][CH:20]=2)=[CH:4][CH:3]=1. (5) Given the reactants [F:1][C:2]1[CH:3]=[C:4]([CH:27]=[CH:28][CH:29]=1)[CH2:5][N:6]1[C:14]2[C:9](=[CH:10][C:11]([NH:15][C:16]3[C:25]4[C:20](=[CH:21][CH:22]=[C:23]([NH2:26])[CH:24]=4)[N:19]=[CH:18][N:17]=3)=[CH:12][CH:13]=2)[CH:8]=[N:7]1.[Br:30][CH2:31]/[CH:32]=[CH:33]/[C:34](Cl)=[O:35].O, predict the reaction product. The product is: [Br:30][CH2:31]/[CH:32]=[CH:33]/[C:34]([NH:26][C:23]1[CH:24]=[C:25]2[C:20](=[CH:21][CH:22]=1)[N:19]=[CH:18][N:17]=[C:16]2[NH:15][C:11]1[CH:10]=[C:9]2[C:14](=[CH:13][CH:12]=1)[N:6]([CH2:5][C:4]1[CH:27]=[CH:28][CH:29]=[C:2]([F:1])[CH:3]=1)[N:7]=[CH:8]2)=[O:35]. (6) Given the reactants [Cl:1][C:2]1[CH:3]=[C:4]([N:22]([CH2:33][CH3:34])[CH:23]2[CH2:28][CH2:27][N:26]([CH2:29][CH2:30][O:31][CH3:32])[CH2:25][CH2:24]2)[C:5]([CH3:21])=[C:6]([CH:20]=1)[C:7]([NH:9][CH2:10][C:11]1[C:12]([O:18]C)=[N:13][N:14]([CH3:17])[C:15]=1[CH3:16])=[O:8].C(=O)(O)[O-].[Na+], predict the reaction product. The product is: [Cl:1][C:2]1[CH:3]=[C:4]([N:22]([CH2:33][CH3:34])[CH:23]2[CH2:24][CH2:25][N:26]([CH2:29][CH2:30][O:31][CH3:32])[CH2:27][CH2:28]2)[C:5]([CH3:21])=[C:6]([CH:20]=1)[C:7]([NH:9][CH2:10][C:11]1[C:12](=[O:18])[NH:13][N:14]([CH3:17])[C:15]=1[CH3:16])=[O:8]. (7) Given the reactants [Si]([O:18][CH2:19][CH2:20][CH2:21][CH:22]([CH3:42])[CH:23]([C:34]1[CH:39]=[C:38]([F:40])[CH:37]=[CH:36][C:35]=1[F:41])[S:24]([C:27]1[CH:32]=[CH:31][C:30]([Cl:33])=[CH:29][CH:28]=1)(=[O:26])=[O:25])(C(C)(C)C)(C1C=CC=CC=1)C1C=CC=CC=1.[F-].C([N+](CCCC)(CCCC)CCCC)CCC.O, predict the reaction product. The product is: [Cl:33][C:30]1[CH:29]=[CH:28][C:27]([S:24]([CH:23]([C:34]2[CH:39]=[C:38]([F:40])[CH:37]=[CH:36][C:35]=2[F:41])[CH:22]([CH3:42])[CH2:21][CH2:20][CH2:19][OH:18])(=[O:26])=[O:25])=[CH:32][CH:31]=1. (8) Given the reactants [CH3:1][NH:2][C:3]1[S:4][CH:5]=[C:6]([C:8]2[CH:17]=[CH:16][C:15]3[C:10](=[CH:11][CH:12]=[CH:13][CH:14]=3)[CH:9]=2)[N:7]=1.[C:18]1(=[O:28])[O:23][C:21](=[O:22])[C:20]2=[CH:24][CH:25]=[CH:26][CH:27]=[C:19]12, predict the reaction product. The product is: [CH:9]1[C:10]2[C:15](=[CH:14][CH:13]=[CH:12][CH:11]=2)[CH:16]=[CH:17][C:8]=1[C:6]1[N:7]=[C:3]([N:2]([CH3:1])[C:21]([C:20]2[CH:24]=[CH:25][CH:26]=[CH:27][C:19]=2[C:18]([OH:23])=[O:28])=[O:22])[S:4][CH:5]=1. (9) Given the reactants [F:1][C:2]1[CH:18]=[CH:17][C:16]([F:19])=[CH:15][C:3]=1[CH2:4][CH:5]1[CH2:10][CH:9]([C:11]([O:13][CH3:14])=[O:12])[CH2:8][CH2:7][NH:6]1.CCN(C(C)C)C(C)C.[C:29](Cl)(=[O:32])[O:30][CH3:31], predict the reaction product. The product is: [F:1][C:2]1[CH:18]=[CH:17][C:16]([F:19])=[CH:15][C:3]=1[CH2:4][CH:5]1[CH2:10][CH:9]([C:11]([O:13][CH3:14])=[O:12])[CH2:8][CH2:7][N:6]1[C:29]([O:30][CH3:31])=[O:32].